From a dataset of Peptide-MHC class II binding affinity with 134,281 pairs from IEDB. Regression. Given a peptide amino acid sequence and an MHC pseudo amino acid sequence, predict their binding affinity value. This is MHC class II binding data. (1) The peptide sequence is GAALLDGGNMLESIL. The MHC is DRB1_0101 with pseudo-sequence DRB1_0101. The binding affinity (normalized) is 0.125. (2) The peptide sequence is FDPYGAKISATPESA. The MHC is HLA-DQA10401-DQB10402 with pseudo-sequence HLA-DQA10401-DQB10402. The binding affinity (normalized) is 0.661. (3) The peptide sequence is FAVVDLNKMRAVWVDGKART. The MHC is DRB3_0202 with pseudo-sequence DRB3_0202. The binding affinity (normalized) is 0.538. (4) The peptide sequence is GAKRIPVDVSEGDIV. The MHC is DRB5_0101 with pseudo-sequence DRB5_0101. The binding affinity (normalized) is 0.